From a dataset of Reaction yield outcomes from USPTO patents with 853,638 reactions. Predict the reaction yield, written as a fraction of the theoretical maximum amount of product (1.0 means a 100% yield; for example, 0.34 means a 34% yield). The reactants are CS(C)=O.C(Cl)(=O)C(Cl)=O.[OH:11][CH2:12][C@@H:13]1[CH2:17][C:16](/[CH:18]=[CH:19]/[CH3:20])=[CH:15][N:14]1[C:21]([C:23]1[CH:28]=[C:27]([O:29][CH3:30])[C:26]([O:31][Si:32]([CH:39]([CH3:41])[CH3:40])([CH:36]([CH3:38])[CH3:37])[CH:33]([CH3:35])[CH3:34])=[CH:25][C:24]=1[NH:42][C:43]([O:45][CH2:46][C:47]1[CH:52]=[CH:51][C:50]([NH:53][C:54](=[O:71])[C@@H:55]([NH:57][C:58](=[O:70])[C@@H:59]([NH:63][C:64](=[O:69])[O:65][CH2:66][CH:67]=[CH2:68])[CH:60]([CH3:62])[CH3:61])[CH3:56])=[CH:49][CH:48]=1)=[O:44])=[O:22].C(N(CC)CC)C. The catalyst is C(Cl)Cl. The product is [OH:11][C@@H:12]1[N:42]([C:43]([O:45][CH2:46][C:47]2[CH:52]=[CH:51][C:50]([NH:53][C:54](=[O:71])[C@@H:55]([NH:57][C:58](=[O:70])[C@@H:59]([NH:63][C:64]([O:65][CH2:66][CH:67]=[CH2:68])=[O:69])[CH:60]([CH3:61])[CH3:62])[CH3:56])=[CH:49][CH:48]=2)=[O:44])[C:24]2[CH:25]=[C:26]([O:31][Si:32]([CH:39]([CH3:40])[CH3:41])([CH:36]([CH3:37])[CH3:38])[CH:33]([CH3:35])[CH3:34])[C:27]([O:29][CH3:30])=[CH:28][C:23]=2[C:21](=[O:22])[N:14]2[CH:15]=[C:16](/[CH:18]=[CH:19]/[CH3:20])[CH2:17][C@@H:13]12. The yield is 0.540.